Dataset: Full USPTO retrosynthesis dataset with 1.9M reactions from patents (1976-2016). Task: Predict the reactants needed to synthesize the given product. Given the product [F:1][C:2]([F:29])([F:30])[C:3]1[CH:4]=[C:5]([CH:22]=[C:23]([C:25]([F:28])([F:27])[F:26])[CH:24]=1)[CH2:6][O:7][CH2:8][C:9]1([C:16]2[CH:21]=[CH:20][CH:19]=[CH:18][CH:17]=2)[CH2:15][CH2:14][CH2:13][CH:12]([OH:31])[CH2:11][CH2:10]1, predict the reactants needed to synthesize it. The reactants are: [F:1][C:2]([F:30])([F:29])[C:3]1[CH:4]=[C:5]([CH:22]=[C:23]([C:25]([F:28])([F:27])[F:26])[CH:24]=1)[CH2:6][O:7][CH2:8][C:9]1([C:16]2[CH:21]=[CH:20][CH:19]=[CH:18][CH:17]=2)[CH2:15][CH2:14][CH:13]=[CH:12][CH2:11][CH2:10]1.[OH2:31].OO.[OH-].[Na+].